Predict which catalyst facilitates the given reaction. From a dataset of Catalyst prediction with 721,799 reactions and 888 catalyst types from USPTO. (1) Reactant: [CH2:1]([N:8]1[CH2:16][C:15]2[C:10](=[CH:11][CH:12]=[C:13]([C:17]3(O)[CH2:21][CH2:20][O:19][CH2:18]3)[CH:14]=2)[CH2:9]1)[C:2]1[CH:7]=[CH:6][CH:5]=[CH:4][CH:3]=1.CS(Cl)(=O)=O.C1CCN2C(=NCCC2)CC1. Product: [CH2:1]([N:8]1[CH2:16][C:15]2[C:10](=[CH:11][CH:12]=[C:13]([C:17]3[CH2:18][O:19][CH2:20][CH:21]=3)[CH:14]=2)[CH2:9]1)[C:2]1[CH:3]=[CH:4][CH:5]=[CH:6][CH:7]=1. The catalyst class is: 66. (2) Reactant: CO.[F:3][CH:4]([F:45])[O:5][C:6]1[CH:15]=[C:14]2[C:9]([C:10]([CH3:44])=[CH:11][C:12](=[O:43])[N:13]2[CH2:16][CH2:17][N:18]2[CH2:23][CH2:22][CH:21]([N:24]([CH2:32][C:33]3[CH:42]=[CH:41][C:36]4[O:37][CH2:38][CH2:39][O:40][C:35]=4[CH:34]=3)C(=O)OC(C)(C)C)[CH2:20][CH2:19]2)=[CH:8][CH:7]=1.[ClH:46].C(OCC)(=O)C. Product: [ClH:46].[F:45][CH:4]([F:3])[O:5][C:6]1[CH:15]=[C:14]2[C:9]([C:10]([CH3:44])=[CH:11][C:12](=[O:43])[N:13]2[CH2:16][CH2:17][N:18]2[CH2:23][CH2:22][CH:21]([NH:24][CH2:32][C:33]3[CH:42]=[CH:41][C:36]4[O:37][CH2:38][CH2:39][O:40][C:35]=4[CH:34]=3)[CH2:20][CH2:19]2)=[CH:8][CH:7]=1. The catalyst class is: 13. (3) Reactant: Cl.Cl.[NH2:3][C@H:4]1[CH2:10][CH2:9][CH2:8][CH2:7][N:6]([CH2:11][CH2:12][N:13]([CH3:15])[CH3:14])[C:5]1=[O:16].C(=O)([O-])[O-].[Cs+].[Cs+].Br[C:24]1[CH:28]=[C:27]([C:29]#[C:30][C:31]([CH3:34])([CH3:33])[CH3:32])[S:26][C:25]=1[C:35]([O:37][CH3:38])=[O:36].C1C=CC(P(C2C(C3C(P(C4C=CC=CC=4)C4C=CC=CC=4)=CC=C4C=3C=CC=C4)=C3C(C=CC=C3)=CC=2)C2C=CC=CC=2)=CC=1. Product: [CH3:32][C:31]([CH3:34])([CH3:33])[C:30]#[C:29][C:27]1[S:26][C:25]([C:35]([O:37][CH3:38])=[O:36])=[C:24]([NH:3][C@H:4]2[CH2:10][CH2:9][CH2:8][CH2:7][N:6]([CH2:11][CH2:12][N:13]([CH3:14])[CH3:15])[C:5]2=[O:16])[CH:28]=1. The catalyst class is: 231.